Dataset: Catalyst prediction with 721,799 reactions and 888 catalyst types from USPTO. Task: Predict which catalyst facilitates the given reaction. (1) Reactant: [S:1]=[C:2]1[NH:14][C:5]2[CH:6]=[N:7][C:8]3[CH:9]=[CH:10][CH:11]=[N:12][C:13]=3[C:4]=2[N:3]1[CH2:15][CH2:16][NH:17][C:18](=[O:24])[O:19][C:20]([CH3:23])([CH3:22])[CH3:21].[OH-].[NH4+].I[CH3:28]. Product: [CH3:28][S:1][C:2]1[N:3]([CH2:15][CH2:16][NH:17][C:18](=[O:24])[O:19][C:20]([CH3:21])([CH3:23])[CH3:22])[C:4]2[C:13]3[N:12]=[CH:11][CH:10]=[CH:9][C:8]=3[N:7]=[CH:6][C:5]=2[N:14]=1. The catalyst class is: 97. (2) Reactant: [C:1]([O:4][C@H:5]([CH3:25])[CH2:6][CH2:7][CH2:8][CH2:9][N:10]1[C:18](=[O:19])[C:17]2[N:16]3[CH2:20][CH2:21][NH:22][C:15]3=[N:14][C:13]=2[N:12]([CH3:23])[C:11]1=[O:24])(=[O:3])[CH3:2].C(N(C(C)C)CC)(C)C.[CH2:35]([O:37][CH2:38]Cl)[CH3:36]. Product: [C:1]([O:4][C@H:5]([CH3:25])[CH2:6][CH2:7][CH2:8][CH2:9][N:10]1[C:18](=[O:19])[C:17]2[N:16]3[CH2:20][CH2:21][N:22]([CH2:38][O:37][CH2:35][CH3:36])[C:15]3=[N:14][C:13]=2[N:12]([CH3:23])[C:11]1=[O:24])(=[O:3])[CH3:2]. The catalyst class is: 22. (3) Reactant: [N:1]1[CH:6]=[CH:5][C:4]([CH2:7][CH2:8][SH:9])=[CH:3][CH:2]=1.CC([O-])(C)C.[K+].[C:16]([O:20][C:21]([N:23]1[CH2:28][CH2:27][CH:26]([CH2:29]OS(C)(=O)=O)[CH2:25][CH2:24]1)=[O:22])([CH3:19])([CH3:18])[CH3:17]. Product: [C:16]([O:20][C:21]([N:23]1[CH2:28][CH2:27][CH:26]([CH2:29][S:9][CH2:8][CH2:7][C:4]2[CH:5]=[CH:6][N:1]=[CH:2][CH:3]=2)[CH2:25][CH2:24]1)=[O:22])([CH3:19])([CH3:17])[CH3:18]. The catalyst class is: 116. (4) Reactant: [C:1]([O:5][C:6](=[O:25])[N:7]([CH2:9][C:10]1[CH:14]=[C:13](Br)[N:12]([S:16]([C:19]2[CH:20]=[N:21][CH:22]=[CH:23][CH:24]=2)(=[O:18])=[O:17])[CH:11]=1)[CH3:8])([CH3:4])([CH3:3])[CH3:2].[Cl:26][C:27]1[C:32](B(O)O)=[CH:31][CH:30]=[CH:29][N:28]=1.C(=O)([O-])O.[Na+].COCCOC. Product: [C:1]([O:5][C:6](=[O:25])[N:7]([CH2:9][C:10]1[CH:14]=[C:13]([C:32]2[C:27]([Cl:26])=[N:28][CH:29]=[CH:30][CH:31]=2)[N:12]([S:16]([C:19]2[CH:20]=[N:21][CH:22]=[CH:23][CH:24]=2)(=[O:18])=[O:17])[CH:11]=1)[CH3:8])([CH3:4])([CH3:3])[CH3:2]. The catalyst class is: 103. (5) Reactant: Cl.[NH:2]1[CH2:7][CH2:6][O:5][C@@H:4]([C:8]2[CH:15]=[CH:14][C:11]([C:12]#[N:13])=[CH:10][CH:9]=2)[CH2:3]1.C(N(CC)CC)C.[C:23](O[C:23]([O:25][C:26]([CH3:29])([CH3:28])[CH3:27])=[O:24])([O:25][C:26]([CH3:29])([CH3:28])[CH3:27])=[O:24]. The catalyst class is: 7. Product: [C:12]([C:11]1[CH:14]=[CH:15][C:8]([C@@H:4]2[O:5][CH2:6][CH2:7][N:2]([C:23]([O:25][C:26]([CH3:29])([CH3:28])[CH3:27])=[O:24])[CH2:3]2)=[CH:9][CH:10]=1)#[N:13]. (6) Reactant: Br[C:2]1[C:3]([Cl:8])=[N:4][CH:5]=[CH:6][CH:7]=1.C([Mg]Cl)(C)C.[O:14]1[CH2:19][CH2:18][C:17](=[O:20])[CH2:16][CH2:15]1. Product: [Cl:8][C:3]1[C:2]([C:17]2([OH:20])[CH2:18][CH2:19][O:14][CH2:15][CH2:16]2)=[CH:7][CH:6]=[CH:5][N:4]=1. The catalyst class is: 1. (7) Reactant: [CH2:1]=[CH:2][CH2:3][CH2:4][CH2:5][CH2:6][CH2:7]SN1C(=O)C=CC1=O. Product: [C:4]1([C:3]([C:2]2[CH:1]=[CH:4][CH:5]=[CH:6][CH:7]=2)=[CH2:3])[CH:5]=[CH:6][CH:7]=[CH:1][CH:2]=1. The catalyst class is: 10.